From a dataset of Reaction yield outcomes from USPTO patents with 853,638 reactions. Predict the reaction yield, written as a fraction of the theoretical maximum amount of product (1.0 means a 100% yield; for example, 0.34 means a 34% yield). (1) The yield is 0.970. The catalyst is O1CCCC1. The product is [CH:16]1([C:5]2[C:4]([C:1](=[NH:2])[S:3][CH3:21])=[CH:13][C:8]([C:9]([O:11][CH3:12])=[O:10])=[C:7]([CH2:14][CH3:15])[CH:6]=2)[CH2:17][CH2:18][CH2:19]1. The reactants are [C:1]([C:4]1[C:5]([CH:16]2[CH2:19][CH2:18][CH2:17]2)=[CH:6][C:7]([CH2:14][CH3:15])=[C:8]([CH:13]=1)[C:9]([O:11][CH3:12])=[O:10])(=[S:3])[NH2:2].I[CH3:21]. (2) The reactants are [Br:1][C:2]1[C:3]([CH:17]2[O:21][CH2:20][CH2:19][O:18]2)=[CH:4][C:5]2[C:6]([CH3:16])([CH3:15])[CH:7]([OH:14])[CH2:8][C:9]([CH3:13])([CH3:12])[C:10]=2[CH:11]=1.CC(OI1(OC(C)=O)(OC(C)=O)OC(=O)C2C=CC=CC1=2)=O.C(=O)(O)[O-].[Na+].S([O-])([O-])(=O)=S.[Na+].[Na+]. The catalyst is ClCCl. The product is [Br:1][C:2]1[C:3]([CH:17]2[O:18][CH2:19][CH2:20][O:21]2)=[CH:4][C:5]2[C:6]([CH3:15])([CH3:16])[C:7](=[O:14])[CH2:8][C:9]([CH3:12])([CH3:13])[C:10]=2[CH:11]=1. The yield is 0.690.